From a dataset of NCI-60 drug combinations with 297,098 pairs across 59 cell lines. Regression. Given two drug SMILES strings and cell line genomic features, predict the synergy score measuring deviation from expected non-interaction effect. (1) Drug 1: CC12CCC3C(C1CCC2=O)CC(=C)C4=CC(=O)C=CC34C. Drug 2: CC1OCC2C(O1)C(C(C(O2)OC3C4COC(=O)C4C(C5=CC6=C(C=C35)OCO6)C7=CC(=C(C(=C7)OC)O)OC)O)O. Cell line: CAKI-1. Synergy scores: CSS=52.9, Synergy_ZIP=0.0619, Synergy_Bliss=-0.561, Synergy_Loewe=-9.09, Synergy_HSA=3.23. (2) Drug 1: COC1=CC(=CC(=C1O)OC)C2C3C(COC3=O)C(C4=CC5=C(C=C24)OCO5)OC6C(C(C7C(O6)COC(O7)C8=CC=CS8)O)O. Drug 2: CC1=C(C(=O)C2=C(C1=O)N3CC4C(C3(C2COC(=O)N)OC)N4)N. Cell line: A549. Synergy scores: CSS=55.9, Synergy_ZIP=-4.51, Synergy_Bliss=-3.84, Synergy_Loewe=2.38, Synergy_HSA=4.41. (3) Synergy scores: CSS=14.7, Synergy_ZIP=1.51, Synergy_Bliss=10.5, Synergy_Loewe=8.17, Synergy_HSA=7.46. Drug 1: CC1C(C(CC(O1)OC2CC(CC3=C2C(=C4C(=C3O)C(=O)C5=C(C4=O)C(=CC=C5)OC)O)(C(=O)C)O)N)O.Cl. Cell line: MDA-MB-435. Drug 2: B(C(CC(C)C)NC(=O)C(CC1=CC=CC=C1)NC(=O)C2=NC=CN=C2)(O)O. (4) Synergy scores: CSS=25.5, Synergy_ZIP=-2.35, Synergy_Bliss=-1.27, Synergy_Loewe=-8.73, Synergy_HSA=-0.392. Cell line: NCI-H322M. Drug 1: C1CCC(CC1)NC(=O)N(CCCl)N=O. Drug 2: CCN(CC)CCCC(C)NC1=C2C=C(C=CC2=NC3=C1C=CC(=C3)Cl)OC. (5) Cell line: CAKI-1. Drug 2: C(CC(=O)O)C(=O)CN.Cl. Synergy scores: CSS=11.1, Synergy_ZIP=0.595, Synergy_Bliss=-4.15, Synergy_Loewe=-3.87, Synergy_HSA=-4.76. Drug 1: CC1=C(C=C(C=C1)NC(=O)C2=CC=C(C=C2)CN3CCN(CC3)C)NC4=NC=CC(=N4)C5=CN=CC=C5. (6) Drug 1: C1C(C(OC1N2C=NC(=NC2=O)N)CO)O. Drug 2: CC1CCCC2(C(O2)CC(NC(=O)CC(C(C(=O)C(C1O)C)(C)C)O)C(=CC3=CSC(=N3)C)C)C. Cell line: OVCAR-5. Synergy scores: CSS=47.6, Synergy_ZIP=2.18, Synergy_Bliss=0.206, Synergy_Loewe=-18.6, Synergy_HSA=1.93.